Dataset: Full USPTO retrosynthesis dataset with 1.9M reactions from patents (1976-2016). Task: Predict the reactants needed to synthesize the given product. (1) Given the product [OH:18][C@H:15]1[CH2:16][CH2:17][C@@:12]([C@H:11]2[CH2:10][CH2:9][C@@:8]3([CH3:22])[C@@H:4]([CH2:5][CH2:6][C:7]3=[CH2:23])[C@@H:3]2[CH2:2][NH:1][C:63]([C:58]2[CH:59]=[N:60][CH:61]=[CH:62][N:57]=2)=[O:64])([CH3:21])[C@@H:13]([CH2:19][OH:20])[CH2:14]1, predict the reactants needed to synthesize it. The reactants are: [NH2:1][CH2:2][C@@H:3]1[C@@H:11]([C@@:12]2([CH3:21])[CH2:17][CH2:16][C@H:15]([OH:18])[CH2:14][C@@H:13]2[CH2:19][OH:20])[CH2:10][CH2:9][C@@:8]2([CH3:22])[C@H:4]1[CH2:5][CH2:6][C:7]2=[CH2:23].C1CN([P+](ON2N=NC3C=CC=CC2=3)(N2CCCC2)N2CCCC2)CC1.F[P-](F)(F)(F)(F)F.[N:57]1[CH:62]=[CH:61][N:60]=[CH:59][C:58]=1[C:63](O)=[O:64].CCN(C(C)C)C(C)C. (2) The reactants are: [Cl:1][C:2]1[CH:3]=[C:4]([C:8]2[C:14]3[CH:15]=[CH:16][CH:17]=[CH:18][C:13]=3[NH:12][C:11](=S)[CH2:10][CH:9]=2)[CH:5]=[CH:6][CH:7]=1.[C:20]([NH:23][NH2:24])(=O)[CH3:21]. Given the product [Cl:1][C:2]1[CH:3]=[C:4]([C:8]2[C:14]3[CH:15]=[CH:16][CH:17]=[CH:18][C:13]=3[N:12]3[C:20]([CH3:21])=[N:23][N:24]=[C:11]3[CH2:10][CH:9]=2)[CH:5]=[CH:6][CH:7]=1, predict the reactants needed to synthesize it.